From a dataset of Forward reaction prediction with 1.9M reactions from USPTO patents (1976-2016). Predict the product of the given reaction. (1) The product is: [CH3:20][C:7]1([C:5]2[CH:4]=[CH:3][NH:2][N:22]=2)[CH2:12][CH2:11][N:10]([C:13]([O:15][C:16]([CH3:19])([CH3:18])[CH3:17])=[O:14])[CH2:9][CH2:8]1. Given the reactants C[N:2](C)/[CH:3]=[CH:4]/[C:5]([C:7]1([CH3:20])[CH2:12][CH2:11][N:10]([C:13]([O:15][C:16]([CH3:19])([CH3:18])[CH3:17])=[O:14])[CH2:9][CH2:8]1)=O.[NH2:22]N.O, predict the reaction product. (2) The product is: [Na+:51].[F:49][C:2]([F:1])([F:48])[C:3]1[CH:4]=[C:5]([CH:41]=[C:42]([C:44]([F:45])([F:46])[F:47])[CH:43]=1)[CH2:6][N:7]([CH2:19][C:20]1[CH:25]=[C:24]([C:26]([F:29])([F:28])[F:27])[CH:23]=[CH:22][C:21]=1[N:30]([CH2:39][CH3:40])[CH2:31][CH2:32][CH2:33][CH2:34][CH2:35][C:36]([O-:38])=[O:37])[C:8]1[N:9]=[CH:10][C:11]([O:14][CH2:15][CH2:16][O:17][CH3:18])=[CH:12][N:13]=1. Given the reactants [F:1][C:2]([F:49])([F:48])[C:3]1[CH:4]=[C:5]([CH:41]=[C:42]([C:44]([F:47])([F:46])[F:45])[CH:43]=1)[CH2:6][N:7]([CH2:19][C:20]1[CH:25]=[C:24]([C:26]([F:29])([F:28])[F:27])[CH:23]=[CH:22][C:21]=1[N:30]([CH2:39][CH3:40])[CH2:31][CH2:32][CH2:33][CH2:34][CH2:35][C:36]([OH:38])=[O:37])[C:8]1[N:13]=[CH:12][C:11]([O:14][CH2:15][CH2:16][O:17][CH3:18])=[CH:10][N:9]=1.[OH-].[Na+:51], predict the reaction product. (3) Given the reactants [C:1]1([C:7]2[CH:16]=[CH:15][C:14]3[C:9](=[C:10]([NH2:17])[CH:11]=[CH:12][CH:13]=3)[N:8]=2)[CH:6]=[CH:5][CH:4]=[CH:3][CH:2]=1.[N:18]1[CH:23]=[CH:22][N:21]=[CH:20][C:19]=1[C:24](O)=[O:25].CN(C(ON1N=NC2C=CC=NC1=2)=[N+](C)C)C.F[P-](F)(F)(F)(F)F.CCN(C(C)C)C(C)C, predict the reaction product. The product is: [C:1]1([C:7]2[CH:16]=[CH:15][C:14]3[C:9](=[C:10]([NH:17][C:24]([C:19]4[CH:20]=[N:21][CH:22]=[CH:23][N:18]=4)=[O:25])[CH:11]=[CH:12][CH:13]=3)[N:8]=2)[CH:2]=[CH:3][CH:4]=[CH:5][CH:6]=1.